The task is: Predict the reactants needed to synthesize the given product.. This data is from Full USPTO retrosynthesis dataset with 1.9M reactions from patents (1976-2016). (1) Given the product [NH:1]([C:8]1[C:17]2[CH:16]=[N:15][CH:14]=[N:13][C:12]=2[N:11]([OH:18])[C:10](=[O:26])[CH:9]=1)[C:2]1[CH:7]=[CH:6][CH:5]=[CH:4][CH:3]=1, predict the reactants needed to synthesize it. The reactants are: [NH:1]([C:8]1[C:17]2[CH:16]=[N:15][CH:14]=[N:13][C:12]=2[N:11]([O:18]CC2C=CC=CC=2)[C:10](=[O:26])[CH:9]=1)[C:2]1[CH:7]=[CH:6][CH:5]=[CH:4][CH:3]=1.C(OCC)(=O)C.[H][H]. (2) The reactants are: [C:1]([C:3]1[CH:11]=[CH:10][C:6]([C:7](O)=[O:8])=[C:5]([F:12])[CH:4]=1)#[N:2].C(N1C=CN=C1)([N:15]1C=CN=C1)=O.[OH-].[NH4+]. Given the product [C:1]([C:3]1[CH:11]=[CH:10][C:6]([C:7]([NH2:15])=[O:8])=[C:5]([F:12])[CH:4]=1)#[N:2], predict the reactants needed to synthesize it. (3) Given the product [F:21][C:22]([F:35])([F:34])[S:23]([O:13][C:3]1[C:4]([C:10](=[O:12])[CH3:11])=[CH:5][C:6]([Cl:9])=[C:7]([CH3:8])[C:2]=1[Br:1])(=[O:25])=[O:24], predict the reactants needed to synthesize it. The reactants are: [Br:1][C:2]1[C:3]([OH:13])=[C:4]([C:10](=[O:12])[CH3:11])[CH:5]=[C:6]([Cl:9])[C:7]=1[CH3:8].C(N(CC)CC)C.[F:21][C:22]([F:35])([F:34])[S:23](O[S:23]([C:22]([F:35])([F:34])[F:21])(=[O:25])=[O:24])(=[O:25])=[O:24]. (4) Given the product [CH3:38][O:37][C:34]1[CH:33]=[CH:32][C:31]([CH2:30][N:8]([CH2:7][C:6]2[CH:5]=[CH:4][C:3]([O:2][CH3:1])=[CH:40][CH:39]=2)[C:9]2[N:10]=[CH:11][C:12]([C:15]3[C:16]4[CH2:29][CH2:28][N:27]([C:42]5[CH:47]=[N:46][CH:45]=[C:44]([S:48]([N:51]6[CH2:52][CH2:53][O:54][CH2:55][CH2:56]6)(=[O:50])=[O:49])[CH:43]=5)[C:17]=4[N:18]=[C:19]([N:21]4[CH2:26][CH2:25][O:24][CH2:23][CH2:22]4)[N:20]=3)=[CH:13][N:14]=2)=[CH:36][CH:35]=1, predict the reactants needed to synthesize it. The reactants are: [CH3:1][O:2][C:3]1[CH:40]=[CH:39][C:6]([CH2:7][N:8]([CH2:30][C:31]2[CH:36]=[CH:35][C:34]([O:37][CH3:38])=[CH:33][CH:32]=2)[C:9]2[N:14]=[CH:13][C:12]([C:15]3[C:16]4[CH2:29][CH2:28][NH:27][C:17]=4[N:18]=[C:19]([N:21]4[CH2:26][CH2:25][O:24][CH2:23][CH2:22]4)[N:20]=3)=[CH:11][N:10]=2)=[CH:5][CH:4]=1.Br[C:42]1[CH:43]=[C:44]([S:48]([N:51]2[CH2:56][CH2:55][O:54][CH2:53][CH2:52]2)(=[O:50])=[O:49])[CH:45]=[N:46][CH:47]=1.